From a dataset of Experimental lipophilicity measurements (octanol/water distribution) for 4,200 compounds from AstraZeneca. Regression/Classification. Given a drug SMILES string, predict its absorption, distribution, metabolism, or excretion properties. Task type varies by dataset: regression for continuous measurements (e.g., permeability, clearance, half-life) or binary classification for categorical outcomes (e.g., BBB penetration, CYP inhibition). For this dataset (lipophilicity_astrazeneca), we predict Y. (1) The compound is O=c1cc(N2CCOCC2)nc2ccccn12. The Y is 1.00 logD. (2) The molecule is CN(CCOc1ccc(CC2SC(=O)NC2=O)cc1)c1ccccn1. The Y is 2.50 logD. (3) The molecule is Cc1ccc2c(n1)c(Sc1ccc(Cl)cc1)c(C)n2CC(=O)O. The Y is 0.350 logD. (4) The molecule is O=S(=O)(CCCNCCc1ccc(O)c2nc(O)sc12)NCCOCCc1cccc(C(F)(F)F)c1. The Y is 2.62 logD. (5) The compound is CCCSc1ncccc1C(=O)N[C@H]1[C@H]2CC3C[C@@H]1C[C@](O)(C3)C2. The Y is 2.27 logD. (6) The compound is Cc1ccc(CO)cc1N(C)c1ccnc(Nc2cc(N3CCCOCC3)cc(N3CCOCC3)c2)n1. The Y is 3.30 logD.